This data is from Catalyst prediction with 721,799 reactions and 888 catalyst types from USPTO. The task is: Predict which catalyst facilitates the given reaction. (1) Reactant: [CH2:1]([O:8][C:9]([NH:11][C@H:12]([C:15]([OH:17])=[O:16])[CH2:13][NH2:14])=[O:10])[C:2]1[CH:7]=[CH:6][CH:5]=[CH:4][CH:3]=1.O.[OH-].[Na+].[C:21](O[C:21]([O:23][C:24]([CH3:27])([CH3:26])[CH3:25])=[O:22])([O:23][C:24]([CH3:27])([CH3:26])[CH3:25])=[O:22]. Product: [C:24]([O:23][C:21]([NH:14][CH2:13][C@H:12]([NH:11][C:9]([O:8][CH2:1][C:2]1[CH:3]=[CH:4][CH:5]=[CH:6][CH:7]=1)=[O:10])[C:15]([OH:17])=[O:16])=[O:22])([CH3:27])([CH3:26])[CH3:25]. The catalyst class is: 12. (2) Reactant: C([Mg]Cl)(C)C.[Cl:6][C:7]1[CH:12]=[CH:11][C:10]([CH2:13][CH3:14])=[C:9](I)[CH:8]=1.C[O:17][B:18](OC)[O:19]C.Cl. Product: [Cl:6][C:7]1[CH:12]=[CH:11][C:10]([CH2:13][CH3:14])=[C:9]([B:18]([OH:19])[OH:17])[CH:8]=1. The catalyst class is: 1. (3) Product: [Cl-:31].[Cl-:31].[CH:34]1([Ti+2:39])[CH:38]=[CH:37][CH:36]=[CH:35]1.[CH:1]([C:4]1[CH:9]=[CH:8][CH:7]=[C:6]([CH:10]([CH3:12])[CH3:11])[C:5]=1[N:13]1[CH2:17][C:16](=[NH:18])[N:15]([C:19]2[C:20]([CH:28]([CH3:30])[CH3:29])=[CH:21][CH:22]=[CH:23][C:24]=2[CH:25]([CH3:27])[CH3:26])[CH2:14]1)([CH3:3])[CH3:2]. The catalyst class is: 11. Reactant: [CH:1]([C:4]1[CH:9]=[CH:8][CH:7]=[C:6]([CH:10]([CH3:12])[CH3:11])[C:5]=1[N:13]1[CH2:17][C:16](=[NH:18])[N:15]([C:19]2[C:24]([CH:25]([CH3:27])[CH3:26])=[CH:23][CH:22]=[CH:21][C:20]=2[CH:28]([CH3:30])[CH3:29])[CH2:14]1)([CH3:3])[CH3:2].[Cl-:31].[Cl-].[Cl-].[CH:34]1([Ti+3:39])[CH:38]=[CH:37][CH:36]=[CH:35]1.C(N(CC)CC)C. (4) Reactant: [NH:1]1[CH2:6][CH2:5][NH:4][CH2:3][CH2:2]1.CCN(C(C)C)C(C)C.[C:16](O[C:16]([O:18][C:19]([CH3:22])([CH3:21])[CH3:20])=[O:17])([O:18][C:19]([CH3:22])([CH3:21])[CH3:20])=[O:17]. Product: [N:1]1([C:16]([O:18][C:19]([CH3:22])([CH3:21])[CH3:20])=[O:17])[CH2:6][CH2:5][NH:4][CH2:3][CH2:2]1. The catalyst class is: 2. (5) Reactant: [Cl:1][C:2]1[CH:7]=[C:6]2[NH:8][C:9](=[O:27])[C:10]3([CH:15]([C:16]4[CH:21]=[CH:20][CH:19]=[C:18]([Cl:22])[CH:17]=4)[CH2:14][C:13](=[O:23])[NH:12][CH:11]3[C:24]([CH3:26])=[CH2:25])[C:5]2=[CH:4][CH:3]=1.[CH3:28][O:29][CH:30]([Si:32]([CH3:35])([CH3:34])[CH3:33])[CH3:31].[C:36]([O:40][C:41](=[O:44])[CH2:42]Br)([CH3:39])([CH3:38])[CH3:37].C(=O)([O-])[O-].[Cs+].[Cs+]. Product: [Cl:1][C:2]1[CH:7]=[C:6]2[NH:8][C:9](=[O:27])[C:10]3([CH:15]([C:16]4[CH:21]=[CH:20][CH:19]=[C:18]([Cl:22])[CH:17]=4)[CH2:14][C:13](=[O:23])[N:12]([CH2:42][C:41]([O:40][C:36]([CH3:39])([CH3:38])[CH3:37])=[O:44])[CH:11]3[C:24]([CH3:26])=[CH2:25])[C:5]2=[CH:4][CH:3]=1.[CH3:28][O:29][CH:30]([Si:32]([CH3:35])([CH3:34])[CH3:33])[CH3:31]. The catalyst class is: 9. (6) Reactant: [Cl:1][C:2]1[C:3]([C:21]([F:24])([F:23])[F:22])=[CH:4][C:5]([N+:18]([O-:20])=[O:19])=[C:6]([NH:8][C:9]2[CH:14]=[CH:13][C:12]([CH2:15][CH2:16][OH:17])=[CH:11][CH:10]=2)[CH:7]=1.[C:25]1([CH3:37])[CH:30]=[CH:29][C:28]([S:31]([N:34]=[C:35]=[O:36])(=[O:33])=[O:32])=[CH:27][CH:26]=1. Product: [CH3:37][C:25]1[CH:30]=[CH:29][C:28]([S:31]([NH:34][C:35](=[O:36])[O:17][CH2:16][CH2:15][C:12]2[CH:13]=[CH:14][C:9]([NH:8][C:6]3[CH:7]=[C:2]([Cl:1])[C:3]([C:21]([F:22])([F:23])[F:24])=[CH:4][C:5]=3[N+:18]([O-:20])=[O:19])=[CH:10][CH:11]=2)(=[O:33])=[O:32])=[CH:27][CH:26]=1. The catalyst class is: 4.